From a dataset of Full USPTO retrosynthesis dataset with 1.9M reactions from patents (1976-2016). Predict the reactants needed to synthesize the given product. (1) Given the product [CH2:3]([O:10][C:12]1[C:21]2[C:16](=[C:17]([CH3:24])[C:18]([O:22][CH3:23])=[CH:19][CH:20]=2)[N+:15]([O-:25])=[CH:14][CH:13]=1)[C:4]1[CH:9]=[CH:8][CH:7]=[CH:6][CH:5]=1, predict the reactants needed to synthesize it. The reactants are: [H-].[Na+].[CH2:3]([OH:10])[C:4]1[CH:9]=[CH:8][CH:7]=[CH:6][CH:5]=1.Cl[C:12]1[C:21]2[C:16](=[C:17]([CH3:24])[C:18]([O:22][CH3:23])=[CH:19][CH:20]=2)[N+:15]([O-:25])=[CH:14][CH:13]=1.O. (2) Given the product [NH2:28][C:15]1[CH:16]=[C:17]([C:20]2[CH:21]=[CH:22][C:23]([O:26][CH3:27])=[CH:24][CH:25]=2)[CH:18]=[CH:19][C:14]=1[C:12]([NH:11][C@@H:6]([CH:1]1[CH2:2][CH2:3][CH2:4][CH2:5]1)[C:7]([O:9][CH3:10])=[O:8])=[O:13], predict the reactants needed to synthesize it. The reactants are: [CH:1]1([C@H:6]([NH:11][C:12]([C:14]2[CH:19]=[CH:18][C:17]([C:20]3[CH:25]=[CH:24][C:23]([O:26][CH3:27])=[CH:22][CH:21]=3)=[CH:16][C:15]=2[N+:28]([O-])=O)=[O:13])[C:7]([O:9][CH3:10])=[O:8])[CH2:5][CH2:4][CH2:3][CH2:2]1. (3) Given the product [Br:3][C:4]1[CH:5]=[C:6]([CH:9]=[C:10]([Br:13])[C:11]=1[OH:12])[C:7](=[N:1][OH:2])[NH2:8], predict the reactants needed to synthesize it. The reactants are: [NH2:1][OH:2].[Br:3][C:4]1[CH:5]=[C:6]([CH:9]=[C:10]([Br:13])[C:11]=1[OH:12])[C:7]#[N:8].